From a dataset of Forward reaction prediction with 1.9M reactions from USPTO patents (1976-2016). Predict the product of the given reaction. (1) Given the reactants C([O:4][CH2:5][C:6]1[C:7]([N:27]2[N:36]=[CH:35][C:34]3[C:29](=[C:30]([F:41])[CH:31]=[C:32]([C:37]([CH3:40])([CH3:39])[CH3:38])[CH:33]=3)[C:28]2=[O:42])=[N:8][CH:9]=[CH:10][C:11]=1[C:12]1[CH:17]=[C:16]([NH:18][C:19]2[N:23]([CH3:24])[N:22]=[N:21][CH:20]=2)[C:15](=[O:25])[N:14]([CH3:26])[CH:13]=1)(=O)C.[OH-].[Li+], predict the reaction product. The product is: [C:37]([C:32]1[CH:33]=[C:34]2[C:29](=[C:30]([F:41])[CH:31]=1)[C:28](=[O:42])[N:27]([C:7]1[C:6]([CH2:5][OH:4])=[C:11]([C:12]3[CH:17]=[C:16]([NH:18][C:19]4[N:23]([CH3:24])[N:22]=[N:21][CH:20]=4)[C:15](=[O:25])[N:14]([CH3:26])[CH:13]=3)[CH:10]=[CH:9][N:8]=1)[N:36]=[CH:35]2)([CH3:40])([CH3:38])[CH3:39]. (2) Given the reactants [C:1]([O:5][C:6]([NH:8][C:9]1[CH:14]=[CH:13][C:12]([S:15][C:16]2[CH:25]=[CH:24][C:19]([C:20]([O:22]C)=[O:21])=[CH:18][C:17]=2[NH:26][C:27]2[C:36]3[C:31](=[CH:32][C:33]([CH:37]([CH3:39])[CH3:38])=[CH:34][CH:35]=3)[N:30]=[CH:29][N:28]=2)=[CH:11][CH:10]=1)=[O:7])([CH3:4])([CH3:3])[CH3:2].O.[OH-].[Li+].Cl, predict the reaction product. The product is: [C:1]([O:5][C:6]([NH:8][C:9]1[CH:14]=[CH:13][C:12]([S:15][C:16]2[CH:25]=[CH:24][C:19]([C:20]([OH:22])=[O:21])=[CH:18][C:17]=2[NH:26][C:27]2[C:36]3[C:31](=[CH:32][C:33]([CH:37]([CH3:39])[CH3:38])=[CH:34][CH:35]=3)[N:30]=[CH:29][N:28]=2)=[CH:11][CH:10]=1)=[O:7])([CH3:4])([CH3:3])[CH3:2]. (3) Given the reactants [Br:1][C:2]1[CH:3]=[C:4]([CH:8]=[C:9]([Br:11])[CH:10]=1)[C:5](O)=[O:6].Cl.[CH3:13][NH:14][O:15][CH3:16].C(N=[N+]=[N-])C.O, predict the reaction product. The product is: [Br:1][C:2]1[CH:3]=[C:4]([CH:8]=[C:9]([Br:11])[CH:10]=1)[C:5]([N:14]([O:15][CH3:16])[CH3:13])=[O:6]. (4) Given the reactants Cl[C:2]1[CH:7]=[C:6]([Cl:8])[N:5]=[C:4]([NH2:9])[N:3]=1.CCN(CC)CC.[CH:17]1([CH:20]2[CH2:24][CH2:23][CH2:22][NH:21]2)[CH2:19][CH2:18]1, predict the reaction product. The product is: [Cl:8][C:6]1[CH:7]=[C:2]([N:21]2[CH2:22][CH2:23][CH2:24][CH:20]2[CH:17]2[CH2:19][CH2:18]2)[N:3]=[C:4]([NH2:9])[N:5]=1. (5) Given the reactants [CH2:1]([N:5]1[C:9](=[O:10])[C:8](Cl)=[C:7]([C:12]2[CH:17]=[CH:16][CH:15]=[CH:14][CH:13]=2)[S:6]1(=[O:19])=[O:18])[CH2:2][CH2:3][CH3:4].[O:20]1[CH2:25][CH2:24][N:23]([C:26]2[CH:32]=[CH:31][C:29]([NH2:30])=[CH:28][CH:27]=2)[CH2:22][CH2:21]1, predict the reaction product. The product is: [CH2:1]([N:5]1[C:9](=[O:10])[C:8]([NH:30][C:29]2[CH:28]=[CH:27][C:26]([N:23]3[CH2:24][CH2:25][O:20][CH2:21][CH2:22]3)=[CH:32][CH:31]=2)=[C:7]([C:12]2[CH:17]=[CH:16][CH:15]=[CH:14][CH:13]=2)[S:6]1(=[O:19])=[O:18])[CH2:2][CH2:3][CH3:4]. (6) The product is: [F:1][C:2]1[CH:7]=[CH:6][CH:5]=[C:4]([F:8])[C:3]=1[C:9]1[CH:10]=[C:11]2[C:15](=[CH:16][CH:17]=1)[N:14]([CH:18]1[CH2:23][CH2:22][CH2:21][CH2:20][O:19]1)[N:13]=[C:12]2[C:24]1[N:25]=[C:42]([N:37]2[CH2:36][CH2:49][C@H:50]([OH:51])[C@H:39]([OH:40])[CH2:38]2)[CH:41]=[N:28][CH:29]=1. Given the reactants [F:1][C:2]1[CH:7]=[CH:6][CH:5]=[C:4]([F:8])[C:3]=1[C:9]1[CH:10]=[C:11]2[C:15](=[CH:16][CH:17]=1)[N:14]([CH:18]1[CH2:23][CH2:22][CH2:21][CH2:20][O:19]1)[N:13]=[C:12]2[C:24]1[CH:29]=[N:28]C=C(N2CCC=CC2)[N:25]=1.[CH3:36][N+:37]1([O-])[CH2:42][CH2:41][O:40][CH2:39][CH2:38]1.OS([O-])=O.[Na+].[CH3:49][C:50](C)=[O:51], predict the reaction product.